From a dataset of Forward reaction prediction with 1.9M reactions from USPTO patents (1976-2016). Predict the product of the given reaction. (1) The product is: [F:18][C:13]1[CH:14]=[C:15]([F:17])[CH:16]=[C:2]2[C:3]=1[CH2:4][N:5]([CH:6]1[CH2:10][C:9](=[O:11])[NH:8][C:7]1=[O:12])[CH:19]=[N:1]2. Given the reactants [NH2:1][C:2]1[CH:16]=[C:15]([F:17])[CH:14]=[C:13]([F:18])[C:3]=1[CH2:4][NH:5][CH:6]1[CH2:10][C:9](=[O:11])[NH:8][C:7]1=[O:12].[CH2:19](OC(OCC)OCC)C, predict the reaction product. (2) Given the reactants Cl[CH2:2][C:3]1[N:4]([C:20]2[CH:25]=[CH:24][C:23]([N+:26]([O-:28])=[O:27])=[CH:22][CH:21]=2)[CH:5]=[C:6]([C:8]2[C:9]([C:14]3[CH:19]=[CH:18][CH:17]=[CH:16][CH:15]=3)=[N:10][O:11][C:12]=2[CH3:13])[N:7]=1.[Br:29][C:30]1[CH:37]=[CH:36][C:33]([CH2:34][OH:35])=[CH:32][CH:31]=1, predict the reaction product. The product is: [Br:29][C:30]1[CH:37]=[CH:36][C:33]([CH2:34][O:35][CH2:2][C:3]2[N:4]([C:20]3[CH:25]=[CH:24][C:23]([N+:26]([O-:28])=[O:27])=[CH:22][CH:21]=3)[CH:5]=[C:6]([C:8]3[C:9]([C:14]4[CH:19]=[CH:18][CH:17]=[CH:16][CH:15]=4)=[N:10][O:11][C:12]=3[CH3:13])[N:7]=2)=[CH:32][CH:31]=1.